This data is from Full USPTO retrosynthesis dataset with 1.9M reactions from patents (1976-2016). The task is: Predict the reactants needed to synthesize the given product. (1) The reactants are: Br[C:2]1[C:11]2[C:6](=[CH:7][C:8]([C:12]([O:14][CH3:15])=[O:13])=[CH:9][CH:10]=2)[C:5]([C:16]2[C:21]([F:22])=[CH:20][C:19]([F:23])=[CH:18][C:17]=2[F:24])=[N:4][CH:3]=1.[CH:25]1(P(C2CCCCC2)C2CCCCC2)CCCC[CH2:26]1.P([O-])([O-])([O-])=O.[K+].[K+].[K+].C1(C)C=CC=CC=1. Given the product [F:24][C:17]1[CH:18]=[C:19]([F:23])[CH:20]=[C:21]([F:22])[C:16]=1[C:5]1[C:6]2[C:11](=[CH:10][CH:9]=[C:8]([C:12]([O:14][CH3:15])=[O:13])[CH:7]=2)[C:2]([CH:25]=[CH2:26])=[CH:3][N:4]=1, predict the reactants needed to synthesize it. (2) Given the product [Cl:26][C:27]1[CH:32]=[CH:31][C:30]([CH:17]([C:16]2[CH:19]=[CH:20][CH:21]=[CH:22][C:15]=2[C:14]2[C:10]([CH2:9][O:8][CH2:7][C:6]3[CH:5]=[CH:4][C:3]([O:2][CH3:1])=[CH:25][CH:24]=3)=[N:11][O:12][C:13]=2[CH3:23])[OH:18])=[CH:29][CH:28]=1, predict the reactants needed to synthesize it. The reactants are: [CH3:1][O:2][C:3]1[CH:25]=[CH:24][C:6]([CH2:7][O:8][CH2:9][C:10]2[C:14]([C:15]3[CH:22]=[CH:21][CH:20]=[CH:19][C:16]=3[CH:17]=[O:18])=[C:13]([CH3:23])[O:12][N:11]=2)=[CH:5][CH:4]=1.[Cl:26][C:27]1[CH:32]=[CH:31][C:30]([Mg]Br)=[CH:29][CH:28]=1. (3) Given the product [Cl:1][C:2]1[CH:7]=[C:6]2[C:5](=[C:4]([O:24][CH3:25])[C:3]=1[O:26][CH3:27])[O:11][C:10]([C:12]1[CH:17]=[CH:16][C:15]([O:18][CH3:19])=[C:14]([O:20][CH3:21])[CH:13]=1)=[CH:9][C:8]2=[O:22], predict the reactants needed to synthesize it. The reactants are: [Cl:1][C:2]1[C:3]([O:26][CH3:27])=[C:4]([O:24][CH3:25])[C:5](O)=[C:6]([C:8](=[O:22])[CH2:9][C:10]([C:12]2[CH:17]=[CH:16][C:15]([O:18][CH3:19])=[C:14]([O:20][CH3:21])[CH:13]=2)=[O:11])[CH:7]=1.C([O-])(=O)C.[Na+]. (4) Given the product [CH:3]1([S:8]([C:11]2[CH:12]=[C:13]([CH2:17][CH2:18][O:19][CH2:21][C:22]3[CH:23]=[C:24]([CH2:28][CH2:29][N:30]4[CH2:34][C@@H:33]([C:35]5[CH:46]=[CH:45][C:38]6[O:39][C:40]([CH3:44])([CH3:43])[O:41][CH2:42][C:37]=6[CH:36]=5)[O:32][C:31]4=[O:47])[CH:25]=[CH:26][CH:27]=3)[CH:14]=[CH:15][CH:16]=2)(=[O:10])=[O:9])[CH2:7][CH2:6][CH2:5][CH2:4]1, predict the reactants needed to synthesize it. The reactants are: [H-].[Na+].[CH:3]1([S:8]([C:11]2[CH:12]=[C:13]([CH2:17][CH2:18][OH:19])[CH:14]=[CH:15][CH:16]=2)(=[O:10])=[O:9])[CH2:7][CH2:6][CH2:5][CH2:4]1.Br[CH2:21][C:22]1[CH:23]=[C:24]([CH2:28][CH2:29][N:30]2[CH2:34][C@@H:33]([C:35]3[CH:46]=[CH:45][C:38]4[O:39][C:40]([CH3:44])([CH3:43])[O:41][CH2:42][C:37]=4[CH:36]=3)[O:32][C:31]2=[O:47])[CH:25]=[CH:26][CH:27]=1.O. (5) Given the product [Cl:1][C:2]1[C:3]([O:12][C:13]2[CH:18]=[C:17]([O:19][CH:39]([CH3:41])[CH3:40])[CH:16]=[CH:15][C:14]=2/[CH:20]=[C:21](\[CH3:27])/[C:22]([O:24][CH2:25][CH3:26])=[O:23])=[N:4][CH:5]=[C:6]([C:8]([F:9])([F:11])[F:10])[CH:7]=1, predict the reactants needed to synthesize it. The reactants are: [Cl:1][C:2]1[C:3]([O:12][C:13]2[CH:18]=[C:17]([OH:19])[CH:16]=[CH:15][C:14]=2/[CH:20]=[C:21](\[CH3:27])/[C:22]([O:24][CH2:25][CH3:26])=[O:23])=[N:4][CH:5]=[C:6]([C:8]([F:11])([F:10])[F:9])[CH:7]=1.CN(C)C=O.C(=O)([O-])[O-].[K+].[K+].[CH:39](I)([CH3:41])[CH3:40]. (6) The reactants are: CC(OC(/N=N/C(OC(C)C)=O)=O)C.C1C=CC(P(C2C=CC=CC=2)C2C=CC=CC=2)=CC=1.[CH2:34]([O:41][C@H:42]1[C@H:47]([O:48][CH2:49][C:50]2[CH:55]=[CH:54][CH:53]=[CH:52][CH:51]=2)[C@@H:46]([CH2:56][O:57][CH2:58][C:59]2[CH:64]=[CH:63][CH:62]=[CH:61][CH:60]=2)[O:45][C@H:44]([CH2:65][P:66]([O:71][CH2:72][CH3:73])(=[O:70])[O:67][CH2:68][CH3:69])[C@@H:43]1O)[C:35]1[CH:40]=[CH:39][CH:38]=[CH:37][CH:36]=1.P([N:91]=[N+:92]=[N-:93])(=O)(OC1C=CC=CC=1)OC1C=CC=CC=1. Given the product [N:91]([C@H:43]1[C@@H:42]([O:41][CH2:34][C:35]2[CH:40]=[CH:39][CH:38]=[CH:37][CH:36]=2)[C@H:47]([O:48][CH2:49][C:50]2[CH:55]=[CH:54][CH:53]=[CH:52][CH:51]=2)[C@@H:46]([CH2:56][O:57][CH2:58][C:59]2[CH:64]=[CH:63][CH:62]=[CH:61][CH:60]=2)[O:45][C@@H:44]1[CH2:65][P:66]([O:71][CH2:72][CH3:73])(=[O:70])[O:67][CH2:68][CH3:69])=[N+:92]=[N-:93], predict the reactants needed to synthesize it. (7) Given the product [Cl:1][C:2]1[C:7]([Cl:8])=[CH:6][CH:5]=[CH:4][C:3]=1[CH2:9][CH2:10][CH2:11][OH:12], predict the reactants needed to synthesize it. The reactants are: [Cl:1][C:2]1[C:7]([Cl:8])=[CH:6][CH:5]=[CH:4][C:3]=1[C:9]#[C:10][CH2:11][OH:12]. (8) Given the product [NH2:13][CH:12]([CH2:11][C:4]1[C:5]2[C:6](=[N:7][CH:8]=[CH:9][CH:10]=2)[NH:2][CH:3]=1)[CH2:14][OH:15], predict the reactants needed to synthesize it. The reactants are: O.[NH:2]1[C:6]2=[N:7][CH:8]=[CH:9][CH:10]=[C:5]2[C:4]([CH2:11][C@@H:12]([C:14](O)=[O:15])[NH2:13])=[CH:3]1.S(C)C.B. (9) Given the product [Cl:8][C:9]1[CH:14]=[CH:13][N:12]=[C:11](/[CH:15]=[N:7]/[S@:5]([C:1]([CH3:4])([CH3:3])[CH3:2])=[O:6])[CH:10]=1, predict the reactants needed to synthesize it. The reactants are: [C:1]([S:5]([NH2:7])=[O:6])([CH3:4])([CH3:3])[CH3:2].[Cl:8][C:9]1[CH:14]=[CH:13][N:12]=[C:11]([CH:15]=O)[CH:10]=1. (10) Given the product [C:1]([C:3]1[CH:4]=[CH:5][C:6]2[N:10]=[N:9][N:8]([CH2:11][CH2:12][CH2:13][CH2:14][N:28]3[CH2:27][CH2:26][N:25]([C:21]4[CH:22]=[CH:23][CH:24]=[C:19]([C:18]([F:31])([F:32])[F:17])[CH:20]=4)[CH2:30][CH2:29]3)[C:7]=2[CH:16]=1)#[N:2], predict the reactants needed to synthesize it. The reactants are: [C:1]([C:3]1[CH:4]=[CH:5][C:6]2[N:10]=[N:9][N:8]([CH2:11][CH2:12][CH2:13][CH2:14]Cl)[C:7]=2[CH:16]=1)#[N:2].[F:17][C:18]([F:32])([F:31])[C:19]1[CH:20]=[C:21]([N:25]2[CH2:30][CH2:29][NH:28][CH2:27][CH2:26]2)[CH:22]=[CH:23][CH:24]=1.C(N(C(C)C)CC)(C)C.[I-].[K+].